Dataset: Peptide-MHC class II binding affinity with 134,281 pairs from IEDB. Task: Regression. Given a peptide amino acid sequence and an MHC pseudo amino acid sequence, predict their binding affinity value. This is MHC class II binding data. (1) The peptide sequence is WLGARYLEFEALGFLKK. The MHC is HLA-DQA10601-DQB10402 with pseudo-sequence HLA-DQA10601-DQB10402. The binding affinity (normalized) is 0. (2) The peptide sequence is GELQIVDKTDAAFKI. The MHC is DRB3_0101 with pseudo-sequence DRB3_0101. The binding affinity (normalized) is 0.723.